Dataset: Peptide-MHC class I binding affinity with 185,985 pairs from IEDB/IMGT. Task: Regression. Given a peptide amino acid sequence and an MHC pseudo amino acid sequence, predict their binding affinity value. This is MHC class I binding data. (1) The peptide sequence is KTYLFYDL. The MHC is H-2-Kb with pseudo-sequence H-2-Kb. The binding affinity (normalized) is 0.906. (2) The peptide sequence is HQYSERGRW. The MHC is HLA-A26:01 with pseudo-sequence HLA-A26:01. The binding affinity (normalized) is 0. (3) The peptide sequence is IVCIVAAVI. The MHC is HLA-A02:06 with pseudo-sequence HLA-A02:06. The binding affinity (normalized) is 0.297. (4) The peptide sequence is IEEQVNKTM. The MHC is HLA-B18:01 with pseudo-sequence HLA-B18:01. The binding affinity (normalized) is 0.714. (5) The peptide sequence is GLLATNNVFR. The MHC is HLA-A33:01 with pseudo-sequence HLA-A33:01. The binding affinity (normalized) is 0.197. (6) The peptide sequence is ILAKAIFKL. The MHC is HLA-A02:01 with pseudo-sequence HLA-A02:01. The binding affinity (normalized) is 0.788.